Dataset: Forward reaction prediction with 1.9M reactions from USPTO patents (1976-2016). Task: Predict the product of the given reaction. Given the reactants [CH3:1][O:2][C:3]1[CH:8]=[CH:7][CH:6]=[CH:5][C:4]=1[N:9]1[CH2:14][CH2:13][NH:12][CH2:11][CH2:10]1.ClC1C(Cl)=CC=CC=1N1CCN([CH2:29][CH:30]([OH:44])[CH2:31][CH2:32][N:33]2[C:41](=[O:42])[C:40]3[C:35](=[CH:36][CH:37]=[CH:38][CH:39]=3)[C:34]2=[O:43])CC1, predict the reaction product. The product is: [CH3:1][O:2][C:3]1[CH:8]=[CH:7][CH:6]=[CH:5][C:4]=1[N:9]1[CH2:14][CH2:13][N:12]([CH2:29][CH:30]([OH:44])[CH2:31][CH2:32][N:33]2[C:41](=[O:42])[C:40]3[C:35](=[CH:36][CH:37]=[CH:38][CH:39]=3)[C:34]2=[O:43])[CH2:11][CH2:10]1.